Dataset: Forward reaction prediction with 1.9M reactions from USPTO patents (1976-2016). Task: Predict the product of the given reaction. (1) Given the reactants [OH:1]/[N:2]=[C:3](/[C:5]1[CH:10]=[CH:9][C:8]([NH:11][C:12]([N:14]2[CH2:22][C:21]3[C:16](=[CH:17][CH:18]=[CH:19][CH:20]=3)[CH2:15]2)=[O:13])=[CH:7][CH:6]=1)\[NH2:4].[C:23](O)(=O)[CH2:24][CH2:25][CH3:26].O.ON1C2C=CC=CC=2N=N1.CN1CCOCC1.Cl.CN(C)CCCN=C=NCC, predict the reaction product. The product is: [CH2:24]([C:23]1[O:1][N:2]=[C:3]([C:5]2[CH:10]=[CH:9][C:8]([NH:11][C:12]([N:14]3[CH2:15][C:16]4[C:21](=[CH:20][CH:19]=[CH:18][CH:17]=4)[CH2:22]3)=[O:13])=[CH:7][CH:6]=2)[N:4]=1)[CH2:25][CH3:26]. (2) Given the reactants [OH:1][CH:2]1[C:11]2[N:10]=[CH:9][C:8]([NH:12][C:13](=[O:15])[CH3:14])=[CH:7][C:6]=2[CH2:5][CH2:4][CH2:3]1, predict the reaction product. The product is: [O:1]=[C:2]1[C:11]2[N:10]=[CH:9][C:8]([NH:12][C:13](=[O:15])[CH3:14])=[CH:7][C:6]=2[CH2:5][CH2:4][CH2:3]1.